Task: Predict the reactants needed to synthesize the given product.. Dataset: Full USPTO retrosynthesis dataset with 1.9M reactions from patents (1976-2016) (1) Given the product [Br:14][C:11]1[CH:12]=[CH:13][C:8]([CH2:7][CH2:6][N:23]2[CH2:24][CH2:25][CH2:26][CH:22]2[CH3:21])=[CH:9][CH:10]=1, predict the reactants needed to synthesize it. The reactants are: CS(O[CH2:6][CH2:7][C:8]1[CH:13]=[CH:12][C:11]([Br:14])=[CH:10][CH:9]=1)(=O)=O.C(=O)([O-])[O-].[K+].[K+].[CH3:21][CH:22]1[CH2:26][CH2:25][CH2:24][NH:23]1.O. (2) The reactants are: [C:1]([C:5]1[N:6]=[C:7](Cl)[C:8]2[N:13]=[N:12][N:11]([CH2:14][C:15]3[CH:20]=[CH:19][CH:18]=[CH:17][C:16]=3[Cl:21])[C:9]=2[N:10]=1)([CH3:4])([CH3:3])[CH3:2].C(N(C(C)C)C(C)C)C.[NH:32]1[CH2:36][CH2:35][C@H:34]([OH:37])[CH2:33]1.C1(C)C=CC=CC=1. Given the product [C:1]([C:5]1[N:6]=[C:7]([N:32]2[CH2:36][CH2:35][C@H:34]([OH:37])[CH2:33]2)[C:8]2[N:13]=[N:12][N:11]([CH2:14][C:15]3[CH:20]=[CH:19][CH:18]=[CH:17][C:16]=3[Cl:21])[C:9]=2[N:10]=1)([CH3:4])([CH3:3])[CH3:2], predict the reactants needed to synthesize it. (3) Given the product [C:48]1([C:44]2[CH:45]=[CH:46][CH:47]=[C:42]([C:36]3[CH:41]=[CH:40][CH:39]=[CH:38][CH:37]=3)[C:43]=2[O:54][CH:1]([OH:4])[CH3:2])[CH:49]=[CH:50][CH:51]=[CH:52][CH:53]=1, predict the reactants needed to synthesize it. The reactants are: [C:1](OC1C=CC(C(C2C=CC(OC(=O)C=C)=CC=2)(C2C=CC(OC(=O)C=C)=CC=2)C)=CC=1)(=[O:4])[CH:2]=C.[C:36]1([C:42]2[CH:47]=[CH:46][CH:45]=[C:44]([C:48]3[CH:53]=[CH:52][CH:51]=[CH:50][CH:49]=3)[C:43]=2[OH:54])[CH:41]=[CH:40][CH:39]=[CH:38][CH:37]=1.C1(=O)OCCO1.[I-].[K+].CN(C)C=O.